Predict the product of the given reaction. From a dataset of Forward reaction prediction with 1.9M reactions from USPTO patents (1976-2016). (1) Given the reactants O1CCCCC1[N:7]1[C:15]2[C:10](=[CH:11][C:12]([NH:16][C:17]([C:19]3[CH:28]=[CH:27][C:22]([C:23]([O:25][CH3:26])=[O:24])=[CH:21][CH:20]=3)=[O:18])=[CH:13][CH:14]=2)[C:9]([C:29]2[CH:34]=[CH:33][N:32]=[CH:31][CH:30]=2)=[N:8]1, predict the reaction product. The product is: [N:32]1[CH:31]=[CH:30][C:29]([C:9]2[C:10]3[C:15](=[CH:14][CH:13]=[C:12]([NH:16][C:17]([C:19]4[CH:20]=[CH:21][C:22]([C:23]([O:25][CH3:26])=[O:24])=[CH:27][CH:28]=4)=[O:18])[CH:11]=3)[NH:7][N:8]=2)=[CH:34][CH:33]=1. (2) Given the reactants [CH:1]([Cl:3])=[CH2:2].S(OOS([O-])(=O)=O)([O-])(=O)=[O:5].[K+:14].[K+].[CH2:16]([O:28][S:29]([C:32]1[CH:37]=[CH:36][CH:35]=[CH:34][CH:33]=1)(=[O:31])=[O:30])[CH2:17][CH2:18][CH2:19][CH2:20][CH2:21][CH2:22][CH2:23][CH2:24][CH2:25][CH2:26][CH3:27].[Na:38], predict the reaction product. The product is: [CH:1]([Cl:3])=[CH2:2].[CH2:16]([O:28][S:29]([C:32]1[CH:37]=[CH:36][CH:35]=[CH:34][CH:33]=1)(=[O:31])=[O:30])[CH2:17][CH2:18][CH2:19][CH2:20][CH2:21][CH2:22][CH2:23][CH2:24][CH2:25][CH2:26][CH3:27].[Na:38].[C:16]([O-:28])(=[O:5])[CH2:17][CH2:18][CH2:19][CH2:20][CH2:21][CH2:22][CH2:23][CH2:24][CH2:25][CH2:26][CH3:27].[K+:14]. (3) Given the reactants [NH2:1][C@H:2]1[CH2:7][CH2:6][C@H:5]([NH:8][C:9]([C:11]2[C:15]3[N:16]=[CH:17][N:18]=[C:19]([C:20]4[C:28]5[O:27][CH2:26][O:25][C:24]=5[CH:23]=[CH:22][C:21]=4[O:29][CH2:30][CH:31]4[CH2:33][CH2:32]4)[C:14]=3[NH:13][CH:12]=2)=[O:10])[CH2:4][CH2:3]1.[CH3:34][O:35][CH2:36][C:37](Cl)=[O:38], predict the reaction product. The product is: [CH3:34][O:35][CH2:36][C:37]([NH:1][C@H:2]1[CH2:7][CH2:6][C@H:5]([NH:8][C:9]([C:11]2[C:15]3[N:16]=[CH:17][N:18]=[C:19]([C:20]4[C:28]5[O:27][CH2:26][O:25][C:24]=5[CH:23]=[CH:22][C:21]=4[O:29][CH2:30][CH:31]4[CH2:33][CH2:32]4)[C:14]=3[NH:13][CH:12]=2)=[O:10])[CH2:4][CH2:3]1)=[O:38]. (4) Given the reactants [CH3:1][C:2]1[N:3]=[C:4]([C:10]2[CH:15]=[CH:14][C:13]([C:16]([F:19])([F:18])[F:17])=[CH:12][CH:11]=2)[O:5][C:6]=1[CH:7]([OH:9])[CH3:8].[H-].[Na+].C[O:23][C:24](=[O:36])[CH2:25][CH2:26][C:27]1[CH:32]=[CH:31][C:30]([CH2:33]I)=[CH:29][C:28]=1[CH3:35].Cl, predict the reaction product. The product is: [CH3:35][C:28]1[CH:29]=[C:30]([CH2:33][O:9][CH:7]([C:6]2[O:5][C:4]([C:10]3[CH:15]=[CH:14][C:13]([C:16]([F:19])([F:18])[F:17])=[CH:12][CH:11]=3)=[N:3][C:2]=2[CH3:1])[CH3:8])[CH:31]=[CH:32][C:27]=1[CH2:26][CH2:25][C:24]([OH:36])=[O:23]. (5) Given the reactants [CH:1]([C@@H:3]1[CH2:8][CH2:7][C@H:6]([CH3:9])[CH2:5][N:4]1[C:10]([O:12][C:13]([CH3:16])([CH3:15])[CH3:14])=[O:11])=O.[CH2:17]([NH2:24])[C:18]1[CH:23]=[CH:22][CH:21]=[CH:20][CH:19]=1.C(O[BH-](OC(=O)C)OC(=O)C)(=O)C.[Na+], predict the reaction product. The product is: [CH3:9][C@@H:6]1[CH2:5][N:4]([C:10]([O:12][C:13]([CH3:16])([CH3:15])[CH3:14])=[O:11])[C@H:3]([CH2:1][NH:24][CH2:17][C:18]2[CH:23]=[CH:22][CH:21]=[CH:20][CH:19]=2)[CH2:8][CH2:7]1. (6) Given the reactants [NH2:1][C:2]1[C:7]([C:8]([OH:10])=O)=[CH:6][N:5]=[C:4]([S:11][CH2:12][CH3:13])[N:3]=1.Br[C:15]1[CH:20]=[C:19]([F:21])[CH:18]=[C:17]([F:22])[C:16]=1[O:23][CH3:24], predict the reaction product. The product is: [NH2:1][C:2]1[C:7]([C:8]([C:18]2[C:19]([F:21])=[CH:20][CH:15]=[C:16]([O:23][CH3:24])[C:17]=2[F:22])=[O:10])=[CH:6][N:5]=[C:4]([S:11][CH2:12][CH3:13])[N:3]=1. (7) Given the reactants CC1(C)COB([C:8]2[CH:22]=[CH:21][C:11]([O:12][CH2:13][CH:14]3[CH2:17][N:16]([C:18](=[O:20])[CH3:19])[CH2:15]3)=[CH:10][CH:9]=2)OC1.Br[C:25]1[CH:26]=[C:27]2[C:31](=[CH:32][C:33]=1[Cl:34])[NH:30][CH:29]=[C:28]2[CH:35]=[O:36], predict the reaction product. The product is: [C:18]([N:16]1[CH2:15][CH:14]([CH2:13][O:12][C:11]2[CH:10]=[CH:9][C:8]([C:25]3[CH:26]=[C:27]4[C:31](=[CH:32][C:33]=3[Cl:34])[NH:30][CH:29]=[C:28]4[CH:35]=[O:36])=[CH:22][CH:21]=2)[CH2:17]1)(=[O:20])[CH3:19]. (8) Given the reactants [O-:1][CH2:2][CH3:3].[Na+].Cl[C:6]1[N:14]=[CH:13][CH:12]=[CH:11][C:7]=1[C:8]([OH:10])=[O:9], predict the reaction product. The product is: [CH2:2]([O:1][C:6]1[N:14]=[CH:13][CH:12]=[CH:11][C:7]=1[C:8]([OH:10])=[O:9])[CH3:3]. (9) Given the reactants [NH2:1][C@H:2]1[C@H:7]([C:8]2[CH:13]=[CH:12][C:11]([C:14]([F:17])([F:16])[F:15])=[CH:10][CH:9]=2)[O:6][C@H:5]([CH2:18][C:19]([O:21][CH3:22])=[O:20])[CH2:4][CH2:3]1.[CH:23]1([CH:28]=O)[CH2:27][CH2:26][CH2:25][CH2:24]1.C1(CN[C@@H]2CC[C@@H](CC(OC)=O)C[C@H]2C2C=CC(C(F)(F)F)=CC=2)CCCC1, predict the reaction product. The product is: [CH:23]1([CH2:28][NH:1][C@H:2]2[C@H:7]([C:8]3[CH:9]=[CH:10][C:11]([C:14]([F:16])([F:17])[F:15])=[CH:12][CH:13]=3)[O:6][C@H:5]([CH2:18][C:19]([O:21][CH3:22])=[O:20])[CH2:4][CH2:3]2)[CH2:27][CH2:26][CH2:25][CH2:24]1. (10) Given the reactants [CH2:1]([O:3][C:4]1[CH:9]=[CH:8][CH:7]=[CH:6][C:5]=1B(O)O)[CH3:2].[ClH:13].Cl.[CH2:15]1[NH:20][CH2:19][CH2:18][N:17]2[CH2:21][CH2:22][CH2:23][C@H:16]12.O.[C:25]([OH:29])(=[O:28])[CH:26]=O.C([O-])([O-])=O.[K+].[K+], predict the reaction product. The product is: [ClH:13].[CH2:1]([O:3][C:4]1[CH:9]=[CH:8][CH:7]=[CH:6][C:5]=1[CH:26]([N:20]1[CH2:19][CH2:18][N:17]2[CH2:21][CH2:22][CH2:23][C@@H:16]2[CH2:15]1)[C:25]([OH:29])=[O:28])[CH3:2].